From a dataset of Peptide-MHC class II binding affinity with 134,281 pairs from IEDB. Regression. Given a peptide amino acid sequence and an MHC pseudo amino acid sequence, predict their binding affinity value. This is MHC class II binding data. (1) The peptide sequence is MYYVSGARSNVTFTVK. The MHC is DRB3_0301 with pseudo-sequence DRB3_0301. The binding affinity (normalized) is 0.851. (2) The peptide sequence is RKELLVTFKNAHAKK. The MHC is DRB1_1201 with pseudo-sequence DRB1_1201. The binding affinity (normalized) is 0.498. (3) The peptide sequence is GPSLYSIVSPFIPLL. The MHC is DRB1_0301 with pseudo-sequence DRB1_0301. The binding affinity (normalized) is 0.182. (4) The peptide sequence is IMLLAYYIAAVNIES. The MHC is DRB1_1001 with pseudo-sequence DRB1_1001. The binding affinity (normalized) is 0.695. (5) The peptide sequence is EADYSQIPISINYRT. The MHC is DRB1_0405 with pseudo-sequence DRB1_0405. The binding affinity (normalized) is 0.405. (6) The MHC is HLA-DQA10102-DQB10602 with pseudo-sequence HLA-DQA10102-DQB10602. The peptide sequence is SVLLVVALFAVFLGS. The binding affinity (normalized) is 0.214. (7) The peptide sequence is GAMRVTKDTNDNNLY. The MHC is DRB3_0301 with pseudo-sequence DRB3_0301. The binding affinity (normalized) is 0.564. (8) The peptide sequence is YCDMMSLNLTIVSVS. The MHC is HLA-DQA10501-DQB10301 with pseudo-sequence HLA-DQA10501-DQB10301. The binding affinity (normalized) is 0.329.